From a dataset of Catalyst prediction with 721,799 reactions and 888 catalyst types from USPTO. Predict which catalyst facilitates the given reaction. (1) Reactant: [H-].[Na+].[CH3:3][O:4][C:5](=[O:14])[CH2:6][C:7]1[CH:12]=[CH:11][C:10]([F:13])=[CH:9][CH:8]=1.[F:15][C:16]1[CH:23]=[CH:22][C:19]([CH2:20]Br)=[CH:18][CH:17]=1. Product: [CH3:3][O:4][C:5](=[O:14])[CH:6]([C:7]1[CH:12]=[CH:11][C:10]([F:13])=[CH:9][CH:8]=1)[CH2:20][C:19]1[CH:22]=[CH:23][C:16]([F:15])=[CH:17][CH:18]=1. The catalyst class is: 3. (2) The catalyst class is: 10. Reactant: F[C:2]1[CH:9]=[CH:8][C:5]([CH:6]=[O:7])=[CH:4][C:3]=1[N+:10]([O-:12])=[O:11].CCN(C(C)C)C(C)C.[NH2:22][CH2:23][C@@H:24]1[CH2:28][CH2:27][CH2:26][N:25]1[C:29]([O:31][C:32]([CH3:35])([CH3:34])[CH3:33])=[O:30]. Product: [CH:6]([C:5]1[CH:8]=[CH:9][C:2]([NH:22][CH2:23][C@@H:24]2[CH2:28][CH2:27][CH2:26][N:25]2[C:29]([O:31][C:32]([CH3:35])([CH3:34])[CH3:33])=[O:30])=[C:3]([N+:10]([O-:12])=[O:11])[CH:4]=1)=[O:7]. (3) Reactant: [Cl:1][C:2]1[CH:3]=[C:4]2[C:8](=[CH:9][CH:10]=1)[NH:7][C:6](=[O:11])[CH2:5]2.[Li+].C[Si]([N-][Si](C)(C)C)(C)C.C1COCC1.[N:27]1([CH2:33][CH2:34][O:35][C:36]2[CH:37]=[C:38]3[C:42](=[CH:43][CH:44]=2)[C:41](=O)[O:40][CH2:39]3)[CH2:32][CH2:31][O:30][CH2:29][CH2:28]1.Cl.[OH-].[Na+]. Product: [Cl:1][C:2]1[CH:3]=[C:4]2[C:8](=[CH:9][CH:10]=1)[NH:7][C:6](=[O:11])[C:5]2=[C:41]1[C:42]2[C:38](=[CH:37][C:36]([O:35][CH2:34][CH2:33][N:27]3[CH2:32][CH2:31][O:30][CH2:29][CH2:28]3)=[CH:44][CH:43]=2)[CH2:39][O:40]1. The catalyst class is: 20.